From a dataset of Forward reaction prediction with 1.9M reactions from USPTO patents (1976-2016). Predict the product of the given reaction. (1) Given the reactants C(=O)([O-])[O-].[Cs+].[Cs+].[OH:7][C:8]1[C:17]2[C:12](=[CH:13][CH:14]=[CH:15][CH:16]=2)[CH:11]=[CH:10][C:9]=1[C:18]([O:20][CH3:21])=[O:19].Br[CH2:23][CH2:24][O:25][Si:26]([C:29]([CH3:32])([CH3:31])[CH3:30])([CH3:28])[CH3:27], predict the reaction product. The product is: [CH3:21][O:20][C:18]([C:9]1[CH:10]=[CH:11][C:12]2[C:17](=[CH:16][CH:15]=[CH:14][CH:13]=2)[C:8]=1[O:7][CH2:23][CH2:24][O:25][Si:26]([C:29]([CH3:32])([CH3:31])[CH3:30])([CH3:28])[CH3:27])=[O:19]. (2) Given the reactants [F:1][C:2]([F:16])([F:15])[O:3][C:4]1[CH:5]=[C:6]2[C:11](=[CH:12][CH:13]=1)[N:10]=[CH:9][CH:8]=[C:7]2O.O=P(Cl)(Cl)[Cl:19], predict the reaction product. The product is: [Cl:19][C:7]1[C:6]2[C:11](=[CH:12][CH:13]=[C:4]([O:3][C:2]([F:16])([F:15])[F:1])[CH:5]=2)[N:10]=[CH:9][CH:8]=1. (3) Given the reactants [OH:1][CH:2]1[CH:6]([CH2:7][OH:8])[O:5][CH:4]([C:9]2C(O)=[N:11][C:12](O)=[C:13]([Cl:15])[N:14]=2)[CH2:3]1.N([O-])=O.[Na+].[NH2:22][C:23]([NH2:25])=O, predict the reaction product. The product is: [OH:1][CH:2]1[CH:6]([CH2:7][OH:8])[O:5][CH:4]([C:9]2[C:23]([NH2:25])=[N:22][C:12]([NH2:11])=[C:13]([Cl:15])[N:14]=2)[CH2:3]1.